Task: Predict the reaction yield, written as a fraction of the theoretical maximum amount of product (1.0 means a 100% yield; for example, 0.34 means a 34% yield).. Dataset: Reaction yield outcomes from USPTO patents with 853,638 reactions (1) The reactants are [C:1]([O:5][C:6](=[O:25])[N:7]([CH2:17][C:18]1[CH:23]=[CH:22][C:21]([F:24])=[CH:20][CH:19]=1)[C:8]1[CH:13]=[CH:12][N:11]=[CH:10][C:9]=1[N+:14]([O-])=O)([CH3:4])([CH3:3])[CH3:2].[CH3:26][C:27]([Mg]Br)=[CH:28][CH3:29].[Cl-].[NH4+]. The catalyst is O1CCCC1. The product is [C:1]([O:5][C:6](=[O:25])[N:7]([C:8]1[CH:13]=[CH:12][N:11]=[C:10]2[C:27]([CH3:26])=[C:28]([CH3:29])[NH:14][C:9]=12)[CH2:17][C:18]1[CH:23]=[CH:22][C:21]([F:24])=[CH:20][CH:19]=1)([CH3:4])([CH3:3])[CH3:2]. The yield is 0.289. (2) The reactants are C([O:4][C@@H:5]1[CH2:9][C:8](=O)[N:7]([C@@H:11]2[CH2:16][CH2:15][CH2:14][CH2:13][C@H:12]2[O:17][CH2:18][CH2:19][C:20]2[CH:25]=[CH:24][C:23]([O:26][CH2:27][C:28]3[CH:33]=[CH:32][CH:31]=[CH:30][CH:29]=3)=[C:22]([O:34][CH3:35])[CH:21]=2)[C:6]1=O)(=O)C.B.C1COCC1.CO. The catalyst is C1COCC1. The product is [CH2:27]([O:26][C:23]1[CH:24]=[CH:25][C:20]([CH2:19][CH2:18][O:17][C@@H:12]2[CH2:13][CH2:14][CH2:15][CH2:16][C@H:11]2[N:7]2[CH2:8][CH2:9][C@@H:5]([OH:4])[CH2:6]2)=[CH:21][C:22]=1[O:34][CH3:35])[C:28]1[CH:29]=[CH:30][CH:31]=[CH:32][CH:33]=1. The yield is 1.00. (3) The reactants are [CH2:1]([O:8][C:9]([NH:11][CH:12]([CH3:19])[CH2:13][S:14]([O:16]CC)=[O:15])=[O:10])[C:2]1[CH:7]=[CH:6][CH:5]=[CH:4][CH:3]=1.[OH-].[Na+]. The catalyst is C(O)C. The product is [CH2:1]([O:8][C:9]([NH:11][CH:12]([CH3:19])[CH2:13][S:14]([OH:16])=[O:15])=[O:10])[C:2]1[CH:3]=[CH:4][CH:5]=[CH:6][CH:7]=1. The yield is 0.910. (4) The reactants are [NH2:1][C:2]1[C:7]([OH:8])=[C:6]([NH2:9])[N:5]=[C:4]([C:10]2[C:14]([CH3:15])=[C:13]([CH:16]3[CH2:18][CH2:17]3)[N:12]([CH2:19][C:20]3[C:25]([F:26])=[CH:24][C:23]([O:27][CH2:28][CH3:29])=[CH:22][C:21]=3[F:30])[N:11]=2)[N:3]=1.C(=O)([O-])[O-].[Cs+].[Cs+].Br[CH2:38][C:39]([O:41][C:42]([CH3:45])([CH3:44])[CH3:43])=[O:40]. The catalyst is CN(C=O)C.O. The product is [NH2:1][C:2]1[C:7]([O:8][CH2:38][C:39]([O:41][C:42]([CH3:45])([CH3:44])[CH3:43])=[O:40])=[C:6]([NH2:9])[N:5]=[C:4]([C:10]2[C:14]([CH3:15])=[C:13]([CH:16]3[CH2:18][CH2:17]3)[N:12]([CH2:19][C:20]3[C:21]([F:30])=[CH:22][C:23]([O:27][CH2:28][CH3:29])=[CH:24][C:25]=3[F:26])[N:11]=2)[N:3]=1. The yield is 0.780. (5) The reactants are FC(F)(F)C(O)=O.[CH3:8][N:9]1[C:17]2[C@@:16]3([CH3:21])[C:18]([CH3:20])([CH3:19])[C@H:13]([CH2:14][CH2:15]3)[C:12]=2[C:11](=[O:22])[N:10]1[CH2:23][C:24]1[C:25]([C:48]([F:51])([F:50])[F:49])=[N:26][N:27](C(C2C=CC=CC=2)(C2C=CC=CC=2)C2C=CC=CC=2)[CH:28]=1.C([SiH](CC)CC)C. The catalyst is ClCCl. The product is [CH3:8][N:9]1[C:17]2[C@@:16]3([CH3:21])[C:18]([CH3:19])([CH3:20])[C@H:13]([CH2:14][CH2:15]3)[C:12]=2[C:11](=[O:22])[N:10]1[CH2:23][C:24]1[C:25]([C:48]([F:49])([F:50])[F:51])=[N:26][NH:27][CH:28]=1. The yield is 0.690.